From a dataset of Catalyst prediction with 721,799 reactions and 888 catalyst types from USPTO. Predict which catalyst facilitates the given reaction. (1) Reactant: [NH2:1][C:2]1[CH:7]=[CH:6][C:5]([C:8]([CH3:12])([CH3:11])[C:9]#[N:10])=[CH:4][CH:3]=1.[CH2:13]([O:15][C:16]1[CH:17]=[C:18]([CH:22]=[CH:23][C:24]=1[O:25][CH2:26][CH3:27])[C:19](O)=[O:20])[CH3:14].C1C=CC2N(O)N=NC=2C=1.C(Cl)CCl. Product: [C:9]([C:8]([CH3:12])([CH3:11])[C:5]1[CH:4]=[CH:3][C:2]([NH:1][C:19](=[O:20])[C:18]2[CH:22]=[CH:23][C:24]([O:25][CH2:26][CH3:27])=[C:16]([O:15][CH2:13][CH3:14])[CH:17]=2)=[CH:7][CH:6]=1)#[N:10]. The catalyst class is: 2. (2) Reactant: [C:1]([C:5]1[CH:6]=[C:7]2[C:12](=[C:13]([F:15])[CH:14]=1)[C:11](=[O:16])[N:10]([C:17]1[C:18]([CH:34]=[O:35])=[C:19]([N:23]3[C:31]4[C:26](=[CH:27][CH:28]=[CH:29][CH:30]=4)[C:25]([C:32]#[N:33])=[CH:24]3)[CH:20]=[CH:21][CH:22]=1)[N:9]=[CH:8]2)([CH3:4])([CH3:3])[CH3:2].O.C([OH:39])C. Product: [C:1]([C:5]1[CH:6]=[C:7]2[C:12](=[C:13]([F:15])[CH:14]=1)[C:11](=[O:16])[N:10]([C:17]1[C:18]([CH:34]=[O:35])=[C:19]([N:23]3[C:31]4[C:26](=[CH:27][CH:28]=[CH:29][CH:30]=4)[C:25]([C:32]([NH2:33])=[O:39])=[CH:24]3)[CH:20]=[CH:21][CH:22]=1)[N:9]=[CH:8]2)([CH3:4])([CH3:2])[CH3:3]. The catalyst class is: 132. (3) Reactant: [CH2:1]([N:4]([CH2:17][CH2:18][CH3:19])[C:5]([C:7]1[CH:8]=[C:9]([CH:13]=[C:14]([CH3:16])[CH:15]=1)[C:10]([OH:12])=O)=[O:6])[CH2:2][CH3:3].C(Cl)CCl.C1C=CC2N(O)N=NC=2C=1.[NH2:34][C@@H:35]([CH2:54][C:55]1[CH:60]=[C:59]([F:61])[CH:58]=[C:57]([F:62])[CH:56]=1)[CH2:36][NH:37][C@H:38]([C:40]([NH:42][C@H:43]([C:47]([NH:49][CH2:50][CH:51]([CH3:53])[CH3:52])=[O:48])[CH:44]([CH3:46])[CH3:45])=[O:41])[CH3:39]. Product: [F:61][C:59]1[CH:60]=[C:55]([CH2:54][C@H:35]([NH:34][C:10](=[O:12])[C:9]2[CH:13]=[C:14]([CH3:16])[CH:15]=[C:7]([C:5]([N:4]([CH2:1][CH2:2][CH3:3])[CH2:17][CH2:18][CH3:19])=[O:6])[CH:8]=2)[CH2:36][NH:37][C@H:38]([C:40]([NH:42][C@H:43]([C:47]([NH:49][CH2:50][CH:51]([CH3:53])[CH3:52])=[O:48])[CH:44]([CH3:46])[CH3:45])=[O:41])[CH3:39])[CH:56]=[C:57]([F:62])[CH:58]=1. The catalyst class is: 3. (4) Product: [C:1]([NH:5][C:6]([C:8]1[S:25][C:11]2[N:12]=[C:13]([S:23][CH3:24])[N:14]=[C:15]([C:16]3[CH:21]=[CH:20][CH:19]=[C:18]([NH:22][S:33]([C:30]4[CH:31]=[CH:32][C:27]([CH3:37])=[CH:28][CH:29]=4)(=[O:35])=[O:34])[CH:17]=3)[C:10]=2[C:9]=1[NH2:26])=[O:7])([CH3:4])([CH3:2])[CH3:3]. Reactant: [C:1]([NH:5][C:6]([C:8]1[S:25][C:11]2[N:12]=[C:13]([S:23][CH3:24])[N:14]=[C:15]([C:16]3[CH:21]=[CH:20][CH:19]=[C:18]([NH2:22])[CH:17]=3)[C:10]=2[C:9]=1[NH2:26])=[O:7])([CH3:4])([CH3:3])[CH3:2].[C:27]1([CH3:37])[CH:32]=[CH:31][C:30]([S:33](Cl)(=[O:35])=[O:34])=[CH:29][CH:28]=1. The catalyst class is: 298. (5) Reactant: [Br:1]Br.[OH:3][C:4]1[C:5](=[O:21])[C:6]2[CH:7]=[CH:8][C:9]3[O:10][C:11]([CH3:20])([CH3:19])[CH2:12][CH2:13][C:14]=3[C:15]=2[C:16](=[O:18])[CH:17]=1. Product: [Br:1][C:17]1[C:16](=[O:18])[C:15]2[C:14]3[CH2:13][CH2:12][C:11]([CH3:19])([CH3:20])[O:10][C:9]=3[CH:8]=[CH:7][C:6]=2[C:5](=[O:21])[C:4]=1[OH:3]. The catalyst class is: 411. (6) Reactant: [CH3:1][N:2]1[CH:6]=[CH:5][N:4]=[C:3]1[CH:7]([NH:9][C:10]([C:12]1[C:20]2[C:15](=[N:16][CH:17]=[C:18]([C:21]3[C:29]4[C:24](=[CH:25][C:26]([Cl:30])=[CH:27][CH:28]=4)[N:23]([CH3:31])[N:22]=3)[N:19]=2)[N:14](COCC[Si](C)(C)C)[CH:13]=1)=[O:11])[CH3:8].C(Cl)Cl.C(N)CN. Product: [CH3:1][N:2]1[CH:6]=[CH:5][N:4]=[C:3]1[CH:7]([NH:9][C:10]([C:12]1[C:20]2[C:15](=[N:16][CH:17]=[C:18]([C:21]3[C:29]4[C:24](=[CH:25][C:26]([Cl:30])=[CH:27][CH:28]=4)[N:23]([CH3:31])[N:22]=3)[N:19]=2)[NH:14][CH:13]=1)=[O:11])[CH3:8]. The catalyst class is: 67. (7) Reactant: C1(O[C:8](=[O:27])[NH:9][C:10]2[S:11][C:12]3[C:18]([CH:19]4[CH2:24][O:23][CH2:22][CH2:21][O:20]4)=[CH:17][CH:16]=[C:15]([O:25][CH3:26])[C:13]=3[N:14]=2)C=CC=CC=1.N1C=CC=CC=1.[CH3:34][NH:35][C@@H:36]1[CH2:41][CH2:40][C@H:39]([OH:42])[CH2:38][CH2:37]1. Product: [O:20]1[CH2:21][CH2:22][O:23][CH2:24][CH:19]1[C:18]1[C:12]2[S:11][C:10]([NH:9][C:8](=[O:27])[N:35]([C@H:36]3[CH2:41][CH2:40][C@@H:39]([OH:42])[CH2:38][CH2:37]3)[CH3:34])=[N:14][C:13]=2[C:15]([O:25][CH3:26])=[CH:16][CH:17]=1. The catalyst class is: 22. (8) Product: [CH2:1]([O:8][CH2:9][N:10]1[CH:14]=[CH:13][C:12]([B:20]([OH:23])[OH:21])=[N:11]1)[C:2]1[CH:3]=[CH:4][CH:5]=[CH:6][CH:7]=1. Reactant: [CH2:1]([O:8][CH2:9][N:10]1[CH:14]=[CH:13][CH:12]=[N:11]1)[C:2]1[CH:7]=[CH:6][CH:5]=[CH:4][CH:3]=1.[Li]CCCC.[B:20](OC)([O:23]C)[O:21]C.Cl. The catalyst class is: 1.